Dataset: Full USPTO retrosynthesis dataset with 1.9M reactions from patents (1976-2016). Task: Predict the reactants needed to synthesize the given product. Given the product [Br:1][C:2]1[CH:3]=[C:4]([C:8](=[O:23])[C:9]([C:10]2[CH:15]=[CH:14][C:13]([Si:16]([CH3:17])([CH3:19])[CH3:18])=[CH:12][CH:11]=2)=[O:20])[CH:5]=[CH:6][CH:7]=1, predict the reactants needed to synthesize it. The reactants are: [Br:1][C:2]1[CH:3]=[C:4]([C:8]#[C:9][C:10]2[CH:15]=[CH:14][C:13]([Si:16]([CH3:19])([CH3:18])[CH3:17])=[CH:12][CH:11]=2)[CH:5]=[CH:6][CH:7]=1.[OH2:20].CS(C)=[O:23].